This data is from NCI-60 drug combinations with 297,098 pairs across 59 cell lines. The task is: Regression. Given two drug SMILES strings and cell line genomic features, predict the synergy score measuring deviation from expected non-interaction effect. Drug 1: CS(=O)(=O)C1=CC(=C(C=C1)C(=O)NC2=CC(=C(C=C2)Cl)C3=CC=CC=N3)Cl. Drug 2: C1=CC(=C2C(=C1NCCNCCO)C(=O)C3=C(C=CC(=C3C2=O)O)O)NCCNCCO. Cell line: HT29. Synergy scores: CSS=61.2, Synergy_ZIP=17.6, Synergy_Bliss=14.2, Synergy_Loewe=-15.4, Synergy_HSA=13.6.